Dataset: Peptide-MHC class I binding affinity with 185,985 pairs from IEDB/IMGT. Task: Regression. Given a peptide amino acid sequence and an MHC pseudo amino acid sequence, predict their binding affinity value. This is MHC class I binding data. (1) The peptide sequence is VTRGAVLMY. The MHC is SLA-10401 with pseudo-sequence SLA-10401. The binding affinity (normalized) is 0.0847. (2) The peptide sequence is VLDPLTIDNW. The MHC is Mamu-B17 with pseudo-sequence Mamu-B17. The binding affinity (normalized) is 0.362. (3) The peptide sequence is VALWNDGTV. The MHC is HLA-A01:01 with pseudo-sequence HLA-A01:01. The binding affinity (normalized) is 0.0847. (4) The peptide sequence is PDSCLNGKL. The MHC is HLA-B44:02 with pseudo-sequence HLA-B44:02. The binding affinity (normalized) is 0. (5) The peptide sequence is RRWIQLGLQK. The MHC is Mamu-B03 with pseudo-sequence Mamu-B03. The binding affinity (normalized) is 0.769. (6) The peptide sequence is MFSGKSTELI. The binding affinity (normalized) is 0.0796. The MHC is Mamu-B17 with pseudo-sequence Mamu-B17. (7) The peptide sequence is IPVRRGYTT. The MHC is HLA-B38:01 with pseudo-sequence HLA-B38:01. The binding affinity (normalized) is 0.0847.